Predict the product of the given reaction. From a dataset of Forward reaction prediction with 1.9M reactions from USPTO patents (1976-2016). Given the reactants CC([O-])(C)C.[K+].C(OC([N:14]1[CH2:19][CH2:18][CH:17]([C:20]2[C:29]3[C:24](=[CH:25][C:26](F)=[CH:27][CH:28]=3)[N:23]=[CH:22][N:21]=2)[CH2:16][CH2:15]1)=O)(C)(C)C.[CH3:31][N:32]1[CH2:37][CH2:36][N:35]([CH2:38][CH2:39][CH2:40][OH:41])[CH2:34][CH2:33]1.Cl.[OH-].[Na+], predict the reaction product. The product is: [CH3:31][N:32]1[CH2:37][CH2:36][N:35]([CH2:38][CH2:39][CH2:40][O:41][C:26]2[CH:25]=[C:24]3[C:29]([C:20]([CH:17]4[CH2:16][CH2:15][NH:14][CH2:19][CH2:18]4)=[N:21][CH:22]=[N:23]3)=[CH:28][CH:27]=2)[CH2:34][CH2:33]1.